Dataset: Full USPTO retrosynthesis dataset with 1.9M reactions from patents (1976-2016). Task: Predict the reactants needed to synthesize the given product. (1) Given the product [I:1][C:2]1[C:10]2[CH:9]=[N:8][CH:7]=[N:6][C:5]=2[N:4]([CH2:12][CH2:13][O:14][CH:15]2[CH2:20][CH2:19][CH2:18][CH2:17][O:16]2)[CH:3]=1, predict the reactants needed to synthesize it. The reactants are: [I:1][C:2]1[C:10]2[CH:9]=[N:8][CH:7]=[N:6][C:5]=2[NH:4][CH:3]=1.Br[CH2:12][CH2:13][O:14][CH:15]1[CH2:20][CH2:19][CH2:18][CH2:17][O:16]1. (2) The reactants are: [Cl:1][C:2]1[CH:7]=[CH:6][C:5]([C@H:8]2[C@@H:17]([C:18]3[CH:23]=[CH:22][C:21]([Cl:24])=[CH:20][CH:19]=3)[N:11]3[C:12](=[O:16])[CH:13]=[CH:14][CH:15]=[C:10]3[N:9]2[S:25]([C:28]2[CH:29]=[C:30]([CH:33]=[CH:34][CH:35]=2)[C:31]#[N:32])(=[O:27])=[O:26])=[CH:4][CH:3]=1.C1C(=O)N([I:43])C(=O)C1. Given the product [Cl:1][C:2]1[CH:7]=[CH:6][C:5]([C@H:8]2[C@@H:17]([C:18]3[CH:19]=[CH:20][C:21]([Cl:24])=[CH:22][CH:23]=3)[N:11]3[C:12](=[O:16])[C:13]([I:43])=[CH:14][CH:15]=[C:10]3[N:9]2[S:25]([C:28]2[CH:29]=[C:30]([CH:33]=[CH:34][CH:35]=2)[C:31]#[N:32])(=[O:27])=[O:26])=[CH:4][CH:3]=1, predict the reactants needed to synthesize it. (3) Given the product [C:1]([NH:5][S:6]([C:9]1[CH:10]=[N:11][N:12]2[C:17]([NH:18][C:19]3[CH:24]=[C:23]([Cl:25])[CH:22]=[CH:21][C:20]=3[Cl:26])=[C:16]([C:27]([N:42]3[CH2:43][CH2:44][CH:39]([C:36]4[CH:35]=[CH:34][C:33]([F:32])=[CH:38][CH:37]=4)[CH2:40][CH2:41]3)=[O:29])[CH:15]=[N:14][C:13]=12)(=[O:7])=[O:8])([CH3:2])([CH3:4])[CH3:3], predict the reactants needed to synthesize it. The reactants are: [C:1]([NH:5][S:6]([C:9]1[CH:10]=[N:11][N:12]2[C:17]([NH:18][C:19]3[CH:24]=[C:23]([Cl:25])[CH:22]=[CH:21][C:20]=3[Cl:26])=[C:16]([C:27]([O:29]CC)=O)[CH:15]=[N:14][C:13]=12)(=[O:8])=[O:7])([CH3:4])([CH3:3])[CH3:2].[F:32][C:33]1[CH:38]=[CH:37][C:36]([CH:39]2[CH2:44][CH2:43][NH:42][CH2:41][CH2:40]2)=[CH:35][CH:34]=1. (4) Given the product [O-:35][N+:24]1[C:25]2[CH:31]=[C:30]3[CH2:32][CH2:33][O:34][C:29]3=[CH:28][C:26]=2[N+:27]([O-:4])=[C:22]([NH:21][CH2:20][CH2:19][N:18]([CH2:16][CH3:17])[CH2:36][CH3:37])[N:23]=1, predict the reactants needed to synthesize it. The reactants are: OO.C(OC(C(F)(F)F)=O)(C(F)(F)F)=[O:4].[CH2:16]([N:18]([CH2:36][CH3:37])[CH2:19][CH2:20][NH:21][C:22]1[N:23]=[N+:24]([O-:35])[C:25]2[CH:31]=[C:30]3[CH2:32][CH2:33][O:34][C:29]3=[CH:28][C:26]=2[N:27]=1)[CH3:17].C(O)(C(F)(F)F)=O. (5) The reactants are: Cl.[F:2][C:3]1[CH:11]=[C:10]2[C:6]([C:7]([C:12]3[CH:13]=[N:14][N:15]([CH:17]4[CH2:22][CH2:21][NH:20][CH2:19][CH2:18]4)[CH:16]=3)=[CH:8][NH:9]2)=[CH:5][CH:4]=1.CCN(CC)CC.Cl[C:31]([O:33][CH3:34])=[O:32]. Given the product [F:2][C:3]1[CH:11]=[C:10]2[C:6]([C:7]([C:12]3[CH:13]=[N:14][N:15]([CH:17]4[CH2:22][CH2:21][N:20]([C:31]([O:33][CH3:34])=[O:32])[CH2:19][CH2:18]4)[CH:16]=3)=[CH:8][NH:9]2)=[CH:5][CH:4]=1, predict the reactants needed to synthesize it. (6) Given the product [Cl:1][CH2:2][CH2:3][O:4][C:5]1[CH:10]=[CH:9][CH:8]=[C:7]2[C:6]=1[C:12]([S:13]([C:16]1[C:25]3[C:20](=[CH:21][CH:22]=[CH:23][CH:24]=3)[CH:19]=[CH:18][CH:17]=1)(=[O:15])=[O:14])=[N:27][NH:11]2, predict the reactants needed to synthesize it. The reactants are: [Cl:1][CH2:2][CH2:3][O:4][C:5]1[C:6]([CH2:12][S:13]([C:16]2[C:25]3[C:20](=[CH:21][CH:22]=[CH:23][CH:24]=3)[CH:19]=[CH:18][CH:17]=2)(=[O:15])=[O:14])=[C:7]([NH2:11])[CH:8]=[CH:9][CH:10]=1.Cl.[N:27]([O-])=O.[Na+].C(=O)(O)[O-].[Na+]. (7) The reactants are: [H-].[Na+].C[OH:4].Br[C:6]1[C:7](=O)[O:8][C:9]2C(C=1C)=C[CH:12]=[C:11]([OH:17])[CH:10]=2.CN([CH:22]=[O:23])C. Given the product [CH3:22][O:23][CH2:12][C:11](=[O:17])[CH2:10][C:9]([O:8][CH2:7][CH3:6])=[O:4], predict the reactants needed to synthesize it.